This data is from Forward reaction prediction with 1.9M reactions from USPTO patents (1976-2016). The task is: Predict the product of the given reaction. (1) The product is: [CH3:1][O:2][C:3]1[CH:12]=[CH:11][C:10]2[C:5](=[CH:6][CH:7]=[C:8]([C@H:13]3[CH2:18][CH2:17][C@H:16]([CH2:19][CH2:20][CH3:21])[CH2:15][CH2:14]3)[CH:9]=2)[CH:4]=1. Given the reactants [CH3:1][O:2][C:3]1[CH:12]=[CH:11][C:10]2[C:5](=[CH:6][CH:7]=[C:8]([C:13]3[CH2:18][CH2:17][CH:16]([CH2:19][CH2:20][CH3:21])[CH2:15][CH:14]=3)[CH:9]=2)[CH:4]=1.[H][H], predict the reaction product. (2) The product is: [N:15]1[CH:16]=[CH:17][CH:18]=[C:13]([CH:24]([C:23]2[S:19][CH:20]=[N:21][CH:22]=2)[OH:25])[CH:14]=1. Given the reactants C([Li])CCC.CCCCCC.Br[C:13]1[CH:14]=[N:15][CH:16]=[CH:17][CH:18]=1.[S:19]1[C:23]([CH:24]=[O:25])=[CH:22][N:21]=[CH:20]1.Cl, predict the reaction product. (3) Given the reactants O=[C:2]1[C:9]2[CH:8]=[C:7]([C:10]([O:12][CH3:13])=[O:11])[NH:6][C:5]=2[CH2:4][CH2:3]1.[F:14][C:15]1[CH:23]=[CH:22][C:18]([CH2:19][Mg]Br)=[C:17]([CH3:24])[CH:16]=1, predict the reaction product. The product is: [F:14][C:15]1[CH:23]=[CH:22][C:18]([CH2:19][CH:2]2[C:9]3[CH:8]=[C:7]([C:10]([O:12][CH3:13])=[O:11])[NH:6][C:5]=3[CH2:4][CH2:3]2)=[C:17]([CH3:24])[CH:16]=1. (4) Given the reactants [C:1]([NH:4][C:5]1[CH:25]=[C:24]([C:26]2[CH:27]=[CH:28][C:29]3[N:30]([C:32]([C:35]4[CH:40]=[CH:39][C:38]([C:41]#[N:42])=[CH:37][CH:36]=4)=[CH:33][N:34]=3)[CH:31]=2)[CH:23]=[CH:22][C:6]=1[C:7]([N:9]1[CH2:14][CH2:13][N:12](C(OC(C)(C)C)=O)[CH2:11][CH2:10]1)=[O:8])(=[O:3])[CH3:2].C(O)(C(F)(F)F)=O, predict the reaction product. The product is: [C:41]([C:38]1[CH:37]=[CH:36][C:35]([C:32]2[N:30]3[CH:31]=[C:26]([C:24]4[CH:23]=[CH:22][C:6]([C:7]([N:9]5[CH2:10][CH2:11][NH:12][CH2:13][CH2:14]5)=[O:8])=[C:5]([NH:4][C:1](=[O:3])[CH3:2])[CH:25]=4)[CH:27]=[CH:28][C:29]3=[N:34][CH:33]=2)=[CH:40][CH:39]=1)#[N:42]. (5) The product is: [CH:25]1([C@H:23]([NH:22][C:8]2[N:7]=[C:6]([C:29]#[N:30])[N:5]=[C:4]3[C:9]=2[N:10]([CH2:11][C:12]2[CH:13]=[CH:14][C:15]([C:18]([F:19])([F:21])[F:20])=[CH:16][CH:17]=2)[C:2]([C:46]2[CH2:47][CH2:48][CH2:49][CH2:50][C:45]=2[C:40]2[CH:39]=[CH:44][CH:43]=[CH:42][CH:41]=2)=[N:3]3)[CH3:24])[CH2:28][CH2:27][CH2:26]1. Given the reactants Br[C:2]1[N:10]([CH2:11][C:12]2[CH:17]=[CH:16][C:15]([C:18]([F:21])([F:20])[F:19])=[CH:14][CH:13]=2)[C:9]2[C:4](=[N:5][C:6]([C:29]#[N:30])=[N:7][C:8]=2[NH:22][C@@H:23]([CH:25]2[CH2:28][CH2:27][CH2:26]2)[CH3:24])[N:3]=1.CC1(C)C(C)(C)OB([C:39]2[CH2:44][CH2:43][CH2:42][CH2:41][C:40]=2[C:45]2[CH:50]=[CH:49][CH:48]=[CH:47][CH:46]=2)O1.C([O-])([O-])=O.[Na+].[Na+], predict the reaction product. (6) Given the reactants [C:1]([O:4][C:5]1[CH:6]=[C:7]2[C:12](=[CH:13][C:14]=1[O:15][CH3:16])[N:11]=[C:10]([C:17]1[CH:22]=[CH:21][CH:20]=[C:19]([C:23]3[CH:28]=[CH:27][CH:26]=[CH:25][CH:24]=3)[CH:18]=1)[NH:9][C:8]2=O)(=[O:3])[CH3:2].CN(C=O)C.O=S(Cl)[Cl:37], predict the reaction product. The product is: [C:1]([O:4][C:5]1[CH:6]=[C:7]2[C:12](=[CH:13][C:14]=1[O:15][CH3:16])[N:11]=[C:10]([C:17]1[CH:22]=[CH:21][CH:20]=[C:19]([C:23]3[CH:28]=[CH:27][CH:26]=[CH:25][CH:24]=3)[CH:18]=1)[N:9]=[C:8]2[Cl:37])(=[O:3])[CH3:2].